Dataset: Forward reaction prediction with 1.9M reactions from USPTO patents (1976-2016). Task: Predict the product of the given reaction. (1) Given the reactants Cl.[NH2:2][C@@H:3]1[CH2:5][C@H:4]1[C:6]1[CH:11]=[CH:10][C:9]([NH:12][C:13](=[O:21])[C:14]2[CH:19]=[CH:18][CH:17]=[C:16]([Br:20])[CH:15]=2)=[CH:8][CH:7]=1.[CH3:22][O:23][C:24]1[CH:25]=[C:26]([CH:29]=[CH:30][C:31]=1[O:32][CH3:33])[CH:27]=O.C(=O)([O-])O.[Na+].[BH4-].[Na+], predict the reaction product. The product is: [Br:20][C:16]1[CH:15]=[C:14]([CH:19]=[CH:18][CH:17]=1)[C:13]([NH:12][C:9]1[CH:10]=[CH:11][C:6]([C@@H:4]2[CH2:5][C@H:3]2[NH:2][CH2:27][C:26]2[CH:29]=[CH:30][C:31]([O:32][CH3:33])=[C:24]([O:23][CH3:22])[CH:25]=2)=[CH:7][CH:8]=1)=[O:21]. (2) Given the reactants [CH:1]1[C:14]2[C:5](=[N:6][C:7]3[C:12]([C:13]=2[NH:15][CH:16]([CH2:25][CH3:26])[CH2:17][CH2:18][CH2:19][N:20]([CH2:23][CH3:24])[CH2:21][CH3:22])=[CH:11][CH:10]=[CH:9][CH:8]=3)[CH:4]=[CH:3][CH:2]=1.Cl[C:28]1C2C(N=C3C=1C=CC=C3)=CC=CC=2.Cl.Cl.C(N(CC)CCC[C@@H](N)CCC)C.C1(O)C=CC=CC=1.C(N(CC)CC)C, predict the reaction product. The product is: [CH:11]1[C:12]2[C:7](=[N:6][C:5]3[C:14]([C:13]=2[NH:15][C@@H:16]([CH2:25][CH2:26][CH3:28])[CH2:17][CH2:18][CH2:19][N:20]([CH2:23][CH3:24])[CH2:21][CH3:22])=[CH:1][CH:2]=[CH:3][CH:4]=3)[CH:8]=[CH:9][CH:10]=1. (3) Given the reactants Br[C:2]1[C:10]2[N:9]3[CH2:11][CH2:12][NH:13][C:14](=[O:15])[C:8]3=[CH:7][C:6]=2[CH:5]=[C:4]([C:16]#[N:17])[CH:3]=1.[C:18]1(B(O)O)[CH:23]=[CH:22][CH:21]=[CH:20][CH:19]=1, predict the reaction product. The product is: [O:15]=[C:14]1[C:8]2=[CH:7][C:6]3[CH:5]=[C:4]([C:16]#[N:17])[CH:3]=[C:2]([C:18]4[CH:23]=[CH:22][CH:21]=[CH:20][CH:19]=4)[C:10]=3[N:9]2[CH2:11][CH2:12][NH:13]1. (4) Given the reactants [OH:1][C:2]1[CH:9]=[CH:8][C:5]([CH:6]=[O:7])=[CH:4][CH:3]=1.Br[CH2:11][CH2:12][CH2:13][C:14]([O:16]CC)=O.C([O-])([O-])=O.[K+].[K+].[C:25](#N)[CH3:26], predict the reaction product. The product is: [CH2:25]([C:14]([CH2:13][CH2:12][CH2:11][O:1][C:2]1[CH:9]=[CH:8][C:5]([CH:6]=[O:7])=[CH:4][CH:3]=1)=[O:16])[CH3:26]. (5) Given the reactants C[CH:2]([O:4]C(/N=N/C(OC(C)C)=O)=O)C.[C:15]1(C2C=CC=CC=2)[CH:20]=[CH:19][CH:18]=[CH:17][C:16]=1[C:21]([N:23]1[CH:28]=[C:27]([O:29][CH3:30])[CH2:26][CH2:25][CH:24]1[CH2:31]O)=[O:22].[C:39]1(=[O:49])[NH:43][C:42](=[O:44])[C:41]2=[CH:45][CH:46]=[CH:47][CH:48]=[C:40]12.[CH:50]1[CH:55]=[CH:54][C:53]([P:56]([C:63]2[CH:68]=[CH:67][CH:66]=[CH:65][CH:64]=2)[C:57]2[CH:62]=[CH:61][CH:60]=[CH:59][CH:58]=2)=[CH:52][CH:51]=1, predict the reaction product. The product is: [C:15]1([C:50]2[CH:55]=[CH:54][CH:53]=[CH:52][CH:51]=2)[C:16]([C:21]([N:23]2[CH2:28][C:27]([O:4][CH3:2])([O:29][CH3:30])[CH2:26][CH2:25][CH:24]2[CH2:31][N:43]2[C:39](=[O:49])[C:40]3[C:41](=[CH:45][CH:46]=[CH:47][CH:48]=3)[C:42]2=[O:44])=[O:22])=[CH:17][CH:18]=[CH:19][CH:20]=1.[C:57]1([P:56](=[O:4])([C:53]2[CH:52]=[CH:51][CH:50]=[CH:55][CH:54]=2)[C:63]2[CH:68]=[CH:67][CH:66]=[CH:65][CH:64]=2)[CH:62]=[CH:61][CH:60]=[CH:59][CH:58]=1. (6) Given the reactants [Cl:1][C:2]1[CH:3]=[C:4]([C:8]2[CH:9]=[C:10](N)[CH:11]=[N:12][C:13]=2[O:14][CH3:15])[CH:5]=[CH:6][CH:7]=1.[Br:17]C1C=C(N)C=NC=1OC.C(=O)(O)[O-].[Na+], predict the reaction product. The product is: [Br:17][C:10]1[CH:9]=[C:8]([C:4]2[CH:5]=[CH:6][CH:7]=[C:2]([Cl:1])[CH:3]=2)[C:13]([O:14][CH3:15])=[N:12][CH:11]=1.